This data is from Catalyst prediction with 721,799 reactions and 888 catalyst types from USPTO. The task is: Predict which catalyst facilitates the given reaction. (1) Reactant: [F:1][C:2]1[CH:21]=[CH:20][C:5]([C:6]([N:8]2[CH2:13][CH2:12][CH:11]([C:14](=[O:19])N(C)OC)[CH2:10][CH2:9]2)=[O:7])=[CH:4][CH:3]=1.[Cl:22][C:23]1[CH:24]=[C:25]([Mg]Br)[CH:26]=[CH:27][CH:28]=1. Product: [F:1][C:2]1[CH:3]=[CH:4][C:5]([C:6]([N:8]2[CH2:9][CH2:10][CH:11]([C:14](=[O:19])[C:27]3[CH:26]=[CH:25][CH:24]=[C:23]([Cl:22])[CH:28]=3)[CH2:12][CH2:13]2)=[O:7])=[CH:20][CH:21]=1. The catalyst class is: 1. (2) Reactant: C(O[C:4]([C:6]1[CH:10]=[CH:9][S:8][CH:7]=1)=[O:5])C.[CH2:11]([Mg]Br)[CH3:12].S(=O)(=O)(O)O. Product: [S:8]1[CH:9]=[CH:10][C:6]([C:4]2([OH:5])[CH2:12][CH2:11]2)=[CH:7]1. The catalyst class is: 27. (3) Reactant: [CH:1]1([CH2:6][CH:7]([C:11]2[CH:16]=[CH:15][C:14]([O:17][CH3:18])=[C:13]([O:19][CH3:20])[CH:12]=2)[C:8]([OH:10])=O)[CH2:5][CH2:4][CH2:3][CH2:2]1.C(Cl)(=O)C(Cl)=O.[NH2:27][C:28]1[S:29][CH:30]=[CH:31][N:32]=1.C(N(CC)C(C)C)(C)C. Product: [CH:1]1([CH2:6][CH:7]([C:11]2[CH:16]=[CH:15][C:14]([O:17][CH3:18])=[C:13]([O:19][CH3:20])[CH:12]=2)[C:8]([NH:27][C:28]2[S:29][CH:30]=[CH:31][N:32]=2)=[O:10])[CH2:2][CH2:3][CH2:4][CH2:5]1. The catalyst class is: 832. (4) Reactant: [Cl:1][C:2]1[CH:7]=[CH:6][C:5]([CH2:8][C:9]([NH:12]C(=O)C)([CH3:11])[CH3:10])=[CH:4][C:3]=1[F:16].[OH-].[Na+]. Product: [Cl:1][C:2]1[CH:7]=[CH:6][C:5]([CH2:8][C:9]([CH3:10])([NH2:12])[CH3:11])=[CH:4][C:3]=1[F:16]. The catalyst class is: 33.